This data is from Forward reaction prediction with 1.9M reactions from USPTO patents (1976-2016). The task is: Predict the product of the given reaction. (1) Given the reactants [CH2:1]([C:3]1[CH:9]=[CH:8][CH:7]=[C:6]([CH2:10][CH3:11])[C:4]=1[NH2:5])[CH3:2].[CH:12](=O)[CH:13]([CH3:15])[CH3:14], predict the reaction product. The product is: [CH2:1]([C:3]1[CH:9]=[CH:8][CH:7]=[C:6]([CH2:10][CH3:11])[C:4]=1/[N:5]=[CH:12]/[CH:13]([CH3:15])[CH3:14])[CH3:2]. (2) Given the reactants [OH:1][CH2:2][C@H:3]1[NH:7][C:6](=[O:8])[CH2:5][CH2:4]1.Br[C:10]1[CH:15]=[CH:14][C:13]([C:16]([N:18]2[CH2:23][CH2:22][N:21]([C:24]3[C:29]([CH3:30])=[CH:28][C:27]([CH:31]4[CH2:33][CH2:32]4)=[CH:26][N:25]=3)[CH2:20][CH2:19]2)=[O:17])=[C:12]([S:34]([CH3:37])(=[O:36])=[O:35])[CH:11]=1, predict the reaction product. The product is: [CH:31]1([C:27]2[CH:28]=[C:29]([CH3:30])[C:24]([N:21]3[CH2:22][CH2:23][N:18]([C:16]([C:13]4[CH:14]=[CH:15][C:10]([N:7]5[C@H:3]([CH2:2][OH:1])[CH2:4][CH2:5][C:6]5=[O:8])=[CH:11][C:12]=4[S:34]([CH3:37])(=[O:36])=[O:35])=[O:17])[CH2:19][CH2:20]3)=[N:25][CH:26]=2)[CH2:32][CH2:33]1. (3) Given the reactants [CH3:1][O:2][C:3]1[CH:12]=[C:11]([O:13][CH3:14])[CH:10]=[C:9]2[C:4]=1[C:5](=[O:27])[NH:6][C:7]([C:15]1[CH:20]=[CH:19][C:18]([CH:21]3[CH2:26][CH2:25][NH:24][CH2:23][CH2:22]3)=[CH:17][CH:16]=1)=[N:8]2.CCN(CC)CC.[C:35](Cl)(=[O:37])[CH3:36], predict the reaction product. The product is: [C:35]([N:24]1[CH2:25][CH2:26][CH:21]([C:18]2[CH:17]=[CH:16][C:15]([C:7]3[NH:6][C:5](=[O:27])[C:4]4[C:9](=[CH:10][C:11]([O:13][CH3:14])=[CH:12][C:3]=4[O:2][CH3:1])[N:8]=3)=[CH:20][CH:19]=2)[CH2:22][CH2:23]1)(=[O:37])[CH3:36]. (4) Given the reactants [H-].[Na+].[CH3:3][O:4][CH2:5][CH2:6][CH2:7][CH2:8][C:9](=O)[CH2:10][C:11]([O:13]C)=[O:12].[N:16]([C:19]1[CH:24]=[CH:23][CH:22]=[CH:21][C:20]=1[CH3:25])=[N+:17]=[N-:18], predict the reaction product. The product is: [CH3:3][O:4][CH2:5][CH2:6][CH2:7][CH2:8][C:9]1[N:16]([C:19]2[CH:24]=[CH:23][CH:22]=[CH:21][C:20]=2[CH3:25])[N:17]=[N:18][C:10]=1[C:11]([OH:13])=[O:12]. (5) Given the reactants [C:1]1([C:7]2[N:8]=[CH:9][C:10]([O:19][CH2:20][CH2:21][CH2:22][CH2:23][O:24]C3CCCCO3)=[N:11][C:12]=2[C:13]2[CH:18]=[CH:17][CH:16]=[CH:15][CH:14]=2)[CH:6]=[CH:5][CH:4]=[CH:3][CH:2]=1.C1C=CC(N=NC2C=CC(N)=NC=2N)=CC=1.Cl.CC1C=CC(S(O)(=O)=O)=CC=1, predict the reaction product. The product is: [C:1]1([C:7]2[N:8]=[CH:9][C:10]([O:19][CH2:20][CH2:21][CH2:22][CH2:23][OH:24])=[N:11][C:12]=2[C:13]2[CH:14]=[CH:15][CH:16]=[CH:17][CH:18]=2)[CH:2]=[CH:3][CH:4]=[CH:5][CH:6]=1. (6) Given the reactants [CH3:1][C:2]1[O:6][N:5]=[C:4]([CH:7]=O)[CH:3]=1.[CH3:9][O:10][CH2:11][CH2:12][NH2:13].[C:14]1(=[O:25])[O:20][C:18](=O)[C:17]2=[CH:21][CH:22]=[CH:23][CH:24]=[C:16]2[CH2:15]1.[CH3:26][O:27][C:28]1[CH:29]=[C:30]([CH:32]=[CH:33][CH:34]=1)[NH2:31], predict the reaction product. The product is: [CH3:9][O:10][CH2:11][CH2:12][N:13]1[CH:7]([C:4]2[CH:3]=[C:2]([CH3:1])[O:6][N:5]=2)[CH:15]([C:14]([NH:31][C:30]2[CH:32]=[CH:33][CH:34]=[C:28]([O:27][CH3:26])[CH:29]=2)=[O:25])[C:16]2[C:17](=[CH:21][CH:22]=[CH:23][CH:24]=2)[C:18]1=[O:20]. (7) The product is: [F:28][C:29]1[CH:32]=[CH:33][CH:34]=[CH:35][C:46]=1[CH2:44][CH2:45][NH:49][C:2]1[C:3]2[CH:17]=[CH:16][C:15]([C:18]3[C:23]([C:24]([F:25])([F:26])[F:27])=[CH:22][CH:21]=[CH:20][N:19]=3)=[N:14][C:4]=2[N:5]=[C:6]([CH2:8][O:9][CH2:10][CH:11]([CH3:12])[CH3:13])[N:7]=1. Given the reactants Cl[C:2]1[C:3]2[CH:17]=[CH:16][C:15]([C:18]3[C:23]([C:24]([F:27])([F:26])[F:25])=[CH:22][CH:21]=[CH:20][N:19]=3)=[N:14][C:4]=2[N:5]=[C:6]([CH2:8][O:9][CH2:10][CH:11]([CH3:13])[CH3:12])[N:7]=1.[F:28][CH:29]([C:32]1C=C[CH:35]=[CH:34][CH:33]=1)CN.CCN([CH:44]([CH3:46])[CH3:45])C(C)C.CC#[N:49], predict the reaction product. (8) The product is: [C:40]1([CH2:39][CH2:38][C:37]([N:15]([C:12]2[CH:11]=[CH:10][C:9]([O:8][CH2:7][CH2:6][N:1]3[CH2:2][CH2:3][CH2:4][CH2:5]3)=[CH:14][CH:13]=2)[CH2:16][C:17]2[CH:22]=[CH:21][C:20]([O:23][CH:24]3[CH2:29][CH2:28][CH2:27][CH2:26][O:25]3)=[CH:19][CH:18]=2)=[O:46])[CH:45]=[CH:44][CH:43]=[CH:42][CH:41]=1. Given the reactants [N:1]1([CH2:6][CH2:7][O:8][C:9]2[CH:14]=[CH:13][C:12]([NH:15][CH2:16][C:17]3[CH:22]=[CH:21][C:20]([O:23][CH:24]4[CH2:29][CH2:28][CH2:27][CH2:26][O:25]4)=[CH:19][CH:18]=3)=[CH:11][CH:10]=2)[CH2:5][CH2:4][CH2:3][CH2:2]1.C(N(CC)CC)C.[C:37](Cl)(=[O:46])[CH2:38][CH2:39][C:40]1[CH:45]=[CH:44][CH:43]=[CH:42][CH:41]=1.C(=O)(O)[O-].[Na+], predict the reaction product. (9) Given the reactants [CH2:1]([N:8]1[C:16]2[C:11](=[N:12][C:13]([Cl:17])=[CH:14][CH:15]=2)[CH:10]=[C:9]1Br)[C:2]1[CH:7]=[CH:6][CH:5]=[CH:4][CH:3]=1.[CH3:19][N:20]1[CH:24]=[C:23]([Sn](CCCC)(CCCC)CCCC)[N:22]=[CH:21]1, predict the reaction product. The product is: [CH2:1]([N:8]1[C:16]2[C:11](=[N:12][C:13]([Cl:17])=[CH:14][CH:15]=2)[CH:10]=[C:9]1[C:23]1[N:22]=[CH:21][N:20]([CH3:19])[CH:24]=1)[C:2]1[CH:7]=[CH:6][CH:5]=[CH:4][CH:3]=1. (10) Given the reactants C1C2C(COC([N:18]3[C@@H:23]([CH:24]([OH:26])[CH3:25])[CH2:22][O:21][CH2:20][C@H:19]3[C:27]3[CH:32]=[CH:31][C:30]([F:33])=[C:29]([F:34])[CH:28]=3)=O)C3C(=CC=CC=3)C=2C=CC=1.C(NCC)C, predict the reaction product. The product is: [F:34][C:29]1[CH:28]=[C:27]([C@H:19]2[NH:18][C@@H:23]([CH:24]([OH:26])[CH3:25])[CH2:22][O:21][CH2:20]2)[CH:32]=[CH:31][C:30]=1[F:33].